From a dataset of Catalyst prediction with 721,799 reactions and 888 catalyst types from USPTO. Predict which catalyst facilitates the given reaction. (1) Reactant: [Br:1][C:2]1[CH:7]=[CH:6][C:5]([CH2:8]O)=[CH:4][C:3]=1[OH:10].P(Br)(Br)[Br:12]. Product: [Br:1][C:2]1[CH:7]=[CH:6][C:5]([CH2:8][Br:12])=[CH:4][C:3]=1[OH:10]. The catalyst class is: 22. (2) The catalyst class is: 9. Reactant: C(=O)([O-])[O-].[K+].[K+].[Cl:7][C:8]1[C:13]([O:14][C:15]2[N:20]=[CH:19][CH:18]=[CH:17][N:16]=2)=[CH:12][C:11]([N:21]2[C:25](=[O:26])[NH:24][N:23]=[N:22]2)=[C:10]([F:27])[CH:9]=1.Br[CH2:29][CH2:30][CH2:31][F:32]. Product: [Cl:7][C:8]1[C:13]([O:14][C:15]2[N:16]=[CH:17][CH:18]=[CH:19][N:20]=2)=[CH:12][C:11]([N:21]2[C:25](=[O:26])[N:24]([CH2:29][CH2:30][CH2:31][F:32])[N:23]=[N:22]2)=[C:10]([F:27])[CH:9]=1. (3) Reactant: ClC(Cl)(Cl)C([N:5]=C=O)=O.[CH2:10]([O:12][CH2:13][C:14]1[N:15]([CH2:42][CH2:43][CH3:44])[C:16]2[C:25]3[CH:24]=[C:23]([O:26][CH:27]4[CH2:32][CH2:31][N:30]([C:33]([O:35][C:36]([CH3:39])([CH3:38])[CH3:37])=[O:34])[CH2:29][CH2:28]4)[CH:22]=[CH:21][C:20]=3[N+:19]([O-])=[CH:18][C:17]=2[N:41]=1)[CH3:11].[OH-].[NH4+].C(=O)([O-])[O-].[Na+].[Na+]. Product: [NH2:5][C:18]1[C:17]2[N:41]=[C:14]([CH2:13][O:12][CH2:10][CH3:11])[N:15]([CH2:42][CH2:43][CH3:44])[C:16]=2[C:25]2[CH:24]=[C:23]([O:26][CH:27]3[CH2:32][CH2:31][N:30]([C:33]([O:35][C:36]([CH3:39])([CH3:38])[CH3:37])=[O:34])[CH2:29][CH2:28]3)[CH:22]=[CH:21][C:20]=2[N:19]=1. The catalyst class is: 46. (4) Reactant: CCN(C(C)C)C(C)C.OC(C(F)(F)F)=O.[NH2:17][CH2:18][C:19]([N:21]1[CH2:26][CH2:25][N:24]([C:27](=[O:38])[C:28]2[CH:33]=[CH:32][CH:31]=[CH:30][C:29]=2[C:34]([F:37])([F:36])[F:35])[CH2:23][CH2:22]1)=[O:20].C1C=CC2N(O)N=NC=2C=1.CCN=C=NCCCN(C)C.Cl.[C:61]1([C:67]2[CH:68]=[C:69]([CH:73]=[CH:74][CH:75]=2)[C:70](O)=[O:71])[CH:66]=[CH:65][CH:64]=[CH:63][CH:62]=1. Product: [O:20]=[C:19]([N:21]1[CH2:22][CH2:23][N:24]([C:27](=[O:38])[C:28]2[CH:33]=[CH:32][CH:31]=[CH:30][C:29]=2[C:34]([F:37])([F:35])[F:36])[CH2:25][CH2:26]1)[CH2:18][NH:17][C:70]([C:69]1[CH:68]=[C:67]([C:61]2[CH:66]=[CH:65][CH:64]=[CH:63][CH:62]=2)[CH:75]=[CH:74][CH:73]=1)=[O:71]. The catalyst class is: 18. (5) Reactant: [CH2:1]([O:8][C:9]([NH:11][C@@H:12]([CH2:17][CH3:18])[C:13](OC)=[O:14])=[O:10])[C:2]1[CH:7]=[CH:6][CH:5]=[CH:4][CH:3]=1. Product: [CH2:1]([O:8][C:9](=[O:10])[NH:11][C@@H:12]([CH2:17][CH3:18])[CH:13]=[O:14])[C:2]1[CH:7]=[CH:6][CH:5]=[CH:4][CH:3]=1. The catalyst class is: 11. (6) Reactant: COC(=O)[C:4]1[C:9]([OH:10])=[C:8]([N+:11]([O-:13])=[O:12])[C:7]([OH:14])=[N:6][C:5]=1[CH2:15][O:16][CH3:17]. Product: [CH3:17][O:16][CH2:15][C:5]1[N:6]=[C:7]([OH:14])[C:8]([N+:11]([O-:13])=[O:12])=[C:9]([OH:10])[CH:4]=1. The catalyst class is: 33. (7) Reactant: [CH2:1]([O:8][C:9]1[CH:10]=[C:11]([CH:23]=[CH:24][C:25]=1[N:26]1[CH2:30][C:29](=[O:31])[N:28](CC[Si](C)(C)C)[S:27]1(=[O:39])=[O:38])[CH2:12][C@@H:13]1[CH2:18][CH2:17][CH2:16][CH2:15][C@H:14]1[NH:19][C:20](=[O:22])[CH3:21])[C:2]1[CH:7]=[CH:6][CH:5]=[CH:4][CH:3]=1.[F-].[Cs+].C(OCC)(=O)C. Product: [CH2:1]([O:8][C:9]1[CH:10]=[C:11]([CH:23]=[CH:24][C:25]=1[N:26]1[CH2:30][C:29](=[O:31])[NH:28][S:27]1(=[O:39])=[O:38])[CH2:12][C@@H:13]1[CH2:18][CH2:17][CH2:16][CH2:15][C@H:14]1[NH:19][C:20](=[O:22])[CH3:21])[C:2]1[CH:3]=[CH:4][CH:5]=[CH:6][CH:7]=1. The catalyst class is: 3. (8) Reactant: [C:1]([NH:9][NH:10][C:11]([C@H:13]1[CH2:18][CH2:17][C@H:16]([C:19]([O:21][CH3:22])=[O:20])[CH2:15][CH2:14]1)=[O:12])(=O)[C:2]1[CH:7]=[CH:6][CH:5]=[CH:4][CH:3]=1.P(Cl)(Cl)(Cl)=O. Product: [C:2]1([C:1]2[O:12][C:11]([C@H:13]3[CH2:18][CH2:17][C@H:16]([C:19]([O:21][CH3:22])=[O:20])[CH2:15][CH2:14]3)=[N:10][N:9]=2)[CH:7]=[CH:6][CH:5]=[CH:4][CH:3]=1. The catalyst class is: 23. (9) Reactant: [F:1][C:2]([F:11])([F:10])[C:3]1[N:4]=[CH:5][C:6]([NH2:9])=[N:7][CH:8]=1.Br[C:13]1[C:14](=[O:21])[N:15]([CH3:20])[N:16]=[C:17]([Cl:19])[CH:18]=1.C(=O)([O-])[O-].[Cs+].[Cs+]. Product: [Cl:19][C:17]1[CH:18]=[C:13]([NH:9][C:6]2[CH:5]=[N:4][C:3]([C:2]([F:1])([F:10])[F:11])=[CH:8][N:7]=2)[C:14](=[O:21])[N:15]([CH3:20])[N:16]=1. The catalyst class is: 62. (10) Reactant: [OH:1][NH:2][C:3](=[NH:6])[CH2:4][CH3:5].[H-].[Na+].C(O[C:12](=O)[CH2:13][CH2:14][NH:15]C(OC(C)(C)C)=O)C.O. Product: [CH2:4]([C:3]1[N:6]=[C:12]([CH2:13][CH2:14][NH2:15])[O:1][N:2]=1)[CH3:5]. The catalyst class is: 3.